From a dataset of HIV replication inhibition screening data with 41,000+ compounds from the AIDS Antiviral Screen. Binary Classification. Given a drug SMILES string, predict its activity (active/inactive) in a high-throughput screening assay against a specified biological target. (1) The compound is CC(=O)NNc1nc(C)c(C(C=Cc2ccccc2O)=NNC(=N)N)s1. The result is 0 (inactive). (2) The compound is CCC(=O)C12OC3OC(C)(C)OC3C1OC(C)(C)O2. The result is 0 (inactive). (3) The drug is COC1(OC)CCN(Cc2ccccc2)C1=O. The result is 0 (inactive). (4) The result is 0 (inactive). The compound is Nc1cn2ncnc2c(=O)[nH]1.